This data is from NCI-60 drug combinations with 297,098 pairs across 59 cell lines. The task is: Regression. Given two drug SMILES strings and cell line genomic features, predict the synergy score measuring deviation from expected non-interaction effect. (1) Drug 1: C1CCC(C(C1)N)N.C(=O)(C(=O)[O-])[O-].[Pt+4]. Drug 2: CCC1(C2=C(COC1=O)C(=O)N3CC4=CC5=C(C=CC(=C5CN(C)C)O)N=C4C3=C2)O.Cl. Cell line: DU-145. Synergy scores: CSS=69.9, Synergy_ZIP=-4.15, Synergy_Bliss=1.97, Synergy_Loewe=-15.9, Synergy_HSA=3.68. (2) Synergy scores: CSS=52.8, Synergy_ZIP=4.37, Synergy_Bliss=6.99, Synergy_Loewe=-66.0, Synergy_HSA=9.40. Drug 1: CC1=C(C=C(C=C1)NC2=NC=CC(=N2)N(C)C3=CC4=NN(C(=C4C=C3)C)C)S(=O)(=O)N.Cl. Cell line: LOX IMVI. Drug 2: CCC1(CC2CC(C3=C(CCN(C2)C1)C4=CC=CC=C4N3)(C5=C(C=C6C(=C5)C78CCN9C7C(C=CC9)(C(C(C8N6C=O)(C(=O)OC)O)OC(=O)C)CC)OC)C(=O)OC)O.OS(=O)(=O)O. (3) Drug 1: CC1=C2C(C(=O)C3(C(CC4C(C3C(C(C2(C)C)(CC1OC(=O)C(C(C5=CC=CC=C5)NC(=O)C6=CC=CC=C6)O)O)OC(=O)C7=CC=CC=C7)(CO4)OC(=O)C)O)C)OC(=O)C. Drug 2: CC1=C2C(C(=O)C3(C(CC4C(C3C(C(C2(C)C)(CC1OC(=O)C(C(C5=CC=CC=C5)NC(=O)OC(C)(C)C)O)O)OC(=O)C6=CC=CC=C6)(CO4)OC(=O)C)O)C)O. Cell line: ACHN. Synergy scores: CSS=10.8, Synergy_ZIP=-2.43, Synergy_Bliss=-0.760, Synergy_Loewe=0.295, Synergy_HSA=0.322. (4) Drug 1: CC1=C(C=C(C=C1)NC(=O)C2=CC=C(C=C2)CN3CCN(CC3)C)NC4=NC=CC(=N4)C5=CN=CC=C5. Drug 2: CC1=C(C(=O)C2=C(C1=O)N3CC4C(C3(C2COC(=O)N)OC)N4)N. Synergy scores: CSS=13.3, Synergy_ZIP=-6.41, Synergy_Bliss=0.359, Synergy_Loewe=-32.6, Synergy_HSA=-5.72. Cell line: SN12C. (5) Drug 1: C1=CC=C(C=C1)NC(=O)CCCCCCC(=O)NO. Drug 2: C1CN(CCN1C(=O)CCBr)C(=O)CCBr. Cell line: SNB-75. Synergy scores: CSS=24.4, Synergy_ZIP=-0.384, Synergy_Bliss=5.50, Synergy_Loewe=-24.8, Synergy_HSA=6.73. (6) Drug 1: C1=CC(=CC=C1CCCC(=O)O)N(CCCl)CCCl. Drug 2: COC1=C2C(=CC3=C1OC=C3)C=CC(=O)O2. Cell line: UACC62. Synergy scores: CSS=23.8, Synergy_ZIP=-9.95, Synergy_Bliss=-3.24, Synergy_Loewe=-4.95, Synergy_HSA=-3.00.